Dataset: Peptide-MHC class II binding affinity with 134,281 pairs from IEDB. Task: Regression. Given a peptide amino acid sequence and an MHC pseudo amino acid sequence, predict their binding affinity value. This is MHC class II binding data. (1) The peptide sequence is KVTAKGVSEANTCAA. The MHC is HLA-DQA10501-DQB10201 with pseudo-sequence HLA-DQA10501-DQB10201. The binding affinity (normalized) is 0.525. (2) The peptide sequence is SDYVYQPFPKTVWEQ. The MHC is HLA-DPA10201-DPB10501 with pseudo-sequence HLA-DPA10201-DPB10501. The binding affinity (normalized) is 0.150. (3) The peptide sequence is YVDEHLMCEIEGHHL. The MHC is HLA-DQA10501-DQB10201 with pseudo-sequence HLA-DQA10501-DQB10201. The binding affinity (normalized) is 0.193. (4) The peptide sequence is THRHIIGEGCPKPHR. The MHC is DRB1_0404 with pseudo-sequence DRB1_0404. The binding affinity (normalized) is 0.0945. (5) The peptide sequence is MSLLTEVETYVLSIV. The MHC is DRB1_0401 with pseudo-sequence DRB1_0401. The binding affinity (normalized) is 0.193. (6) The peptide sequence is GHQAAMQMLKETINEE. The MHC is DRB1_0101 with pseudo-sequence DRB1_0101. The binding affinity (normalized) is 0.0847. (7) The peptide sequence is SEFAYGSFVRTVSLP. The MHC is DRB1_0404 with pseudo-sequence DRB1_0404. The binding affinity (normalized) is 0.420.